Dataset: Full USPTO retrosynthesis dataset with 1.9M reactions from patents (1976-2016). Task: Predict the reactants needed to synthesize the given product. (1) Given the product [C:13]([O:12][C:10]([N:17]1[CH2:22][CH2:21][N:20]([C:3]2[C:2]([Cl:1])=[CH:7][CH:6]=[CH:5][C:4]=2[Cl:8])[CH2:19][CH2:18]1)=[O:11])([CH3:16])([CH3:14])[CH3:15], predict the reactants needed to synthesize it. The reactants are: [Cl:1][C:2]1[CH:7]=[CH:6][CH:5]=[C:4]([Cl:8])[C:3]=1Br.[C:10]([N:17]1[CH2:22][CH2:21][NH:20][CH2:19][CH2:18]1)([O:12][C:13]([CH3:16])([CH3:15])[CH3:14])=[O:11].C1C=CC(P(C2C(C3C(P(C4C=CC=CC=4)C4C=CC=CC=4)=CC=C4C=3C=CC=C4)=C3C(C=CC=C3)=CC=2)C2C=CC=CC=2)=CC=1.CC(C)([O-])C.[Na+]. (2) Given the product [C:1]([O:5][C:6](=[O:31])[CH2:7][O:8][C:9]1[C:14]2[CH2:15][CH2:16][CH2:17][CH2:18][CH:19]([NH:20][S:21]([C:24]3[CH:29]=[CH:28][C:27]([C:38]4[CH:39]=[C:40]([CH3:42])[CH:41]=[C:36]([C:32]([CH3:35])([CH3:34])[CH3:33])[CH:37]=4)=[CH:26][N:25]=3)(=[O:23])=[O:22])[C:13]=2[CH:12]=[CH:11][CH:10]=1)([CH3:4])([CH3:3])[CH3:2], predict the reactants needed to synthesize it. The reactants are: [C:1]([O:5][C:6](=[O:31])[CH2:7][O:8][C:9]1[C:14]2[CH2:15][CH2:16][CH2:17][CH2:18][CH:19]([NH:20][S:21]([C:24]3[CH:29]=[CH:28][C:27](Br)=[CH:26][N:25]=3)(=[O:23])=[O:22])[C:13]=2[CH:12]=[CH:11][CH:10]=1)([CH3:4])([CH3:3])[CH3:2].[C:32]([C:36]1[CH:37]=[C:38](B(O)O)[CH:39]=[C:40]([CH3:42])[CH:41]=1)([CH3:35])([CH3:34])[CH3:33].C([O-])([O-])=O.[K+].[K+]. (3) Given the product [CH:1]([C:4]1[CH:5]=[C:6](/[C:10](=[N:19]/[S@:17]([C:14]([CH3:16])([CH3:15])[CH3:13])=[O:18])/[CH3:11])[CH:7]=[CH:8][CH:9]=1)([CH3:3])[CH3:2], predict the reactants needed to synthesize it. The reactants are: [CH:1]([C:4]1[CH:5]=[C:6]([C:10](=O)[CH3:11])[CH:7]=[CH:8][CH:9]=1)([CH3:3])[CH3:2].[CH3:13][C:14]([S@@:17]([NH2:19])=[O:18])([CH3:16])[CH3:15].O. (4) Given the product [CH3:1][N:2]([CH3:4])[CH2:3][C:17]1[C:18]2[C:19](=[N:20][CH:21]=[CH:22][N:23]=2)[NH:24][C:16]=1[C:10]1[CH:11]=[CH:12][CH:13]=[CH:14][CH:15]=1, predict the reactants needed to synthesize it. The reactants are: [CH3:1][NH:2][CH3:3].[C:4](O)(=O)C.C=O.[C:10]1([C:16]2[NH:24][C:19]3=[N:20][CH:21]=[CH:22][N:23]=[C:18]3[CH:17]=2)[CH:15]=[CH:14][CH:13]=[CH:12][CH:11]=1. (5) Given the product [OH:32][CH:31]([C:30]1[CH:29]=[CH:33][N:8]=[CH:7][CH:11]=1)[C:13]1[CH:14]=[C:15]([C:26]([OH:28])=[O:27])[N:16]([CH2:18][O:19][CH2:20][CH2:21][Si:22]([CH3:25])([CH3:24])[CH3:23])[CH:17]=1, predict the reactants needed to synthesize it. The reactants are: [Li]CCCC.Br[C:7]1[NH:8]C=C[CH:11]=1.Br[C:13]1[CH:14]=[C:15]([C:26]([OH:28])=[O:27])[N:16]([CH2:18][O:19][CH2:20][CH2:21][Si:22]([CH3:25])([CH3:24])[CH3:23])[CH:17]=1.[CH2:29]1[CH2:33][O:32][CH2:31][CH2:30]1. (6) Given the product [C:7]([O:11][C:12](=[O:38])[NH:13][C:14]1[C:6]([CH2:5][O:4][CH3:3])=[N:16][N:17]2[C:21]([C:22]3[C:23]([O:33][CH3:34])=[CH:24][C:25]([CH2:30][O:31][CH3:32])=[CH:26][C:27]=3[O:28][CH3:29])=[C:20]([CH2:39][CH3:40])[S:19][C:18]=12)([CH3:10])([CH3:9])[CH3:8], predict the reactants needed to synthesize it. The reactants are: O1[CH2:6][CH2:5][O:4][CH2:3]C1.[C:7]([O:11][C:12](=[O:38])[NH:13][C:14]1C(OC)=[N:16][N:17]2[C:21]([C:22]3[C:27]([O:28][CH3:29])=[CH:26][C:25]([CH2:30][O:31][CH3:32])=[CH:24][C:23]=3[O:33][CH3:34])=[C:20](Br)[S:19][C:18]=12)([CH3:10])([CH3:9])[CH3:8].[CH2:39]([Zn]CC)[CH3:40]. (7) Given the product [Br:1][C:2]1[CH:11]=[C:10]([CH3:12])[CH:9]=[CH:8][C:3]=1[C:4]([OH:6])([CH2:13][CH3:14])[CH2:17][CH3:18], predict the reactants needed to synthesize it. The reactants are: [Br:1][C:2]1[CH:11]=[C:10]([CH3:12])[CH:9]=[CH:8][C:3]=1[C:4]([O:6]C)=O.[CH3:13][CH2:14][Mg+].[Br-].[CH2:17]1COC[CH2:18]1.